Dataset: Reaction yield outcomes from USPTO patents with 853,638 reactions. Task: Predict the reaction yield, written as a fraction of the theoretical maximum amount of product (1.0 means a 100% yield; for example, 0.34 means a 34% yield). (1) The reactants are [CH2:1]([O:3][C:4]1[CH:12]=[C:11]2[C:7]([C:8]([C:13]#[N:14])=[CH:9][NH:10]2)=[CH:6][CH:5]=1)[CH3:2].C([O-])([O-])=O.[Cs+].[Cs+].[CH:21]1(Br)[CH2:24][CH2:23][CH2:22]1. The catalyst is CN(C=O)C. The product is [CH:21]1([N:10]2[C:11]3[C:7](=[CH:6][CH:5]=[C:4]([O:3][CH2:1][CH3:2])[CH:12]=3)[C:8]([C:13]#[N:14])=[CH:9]2)[CH2:24][CH2:23][CH2:22]1. The yield is 0.830. (2) The reactants are Br[C:2]1[CH:3]=[C:4]([NH:10][C:11]2[CH:15]=[C:14]([CH3:16])[N:13]([CH2:17][CH2:18][O:19][Si:20]([C:23]([CH3:26])([CH3:25])[CH3:24])([CH3:22])[CH3:21])[N:12]=2)[C:5](=[O:9])[N:6]([CH3:8])[CH:7]=1.[C:27]([O:30][CH2:31][C:32]1[C:37](B2OC(C)(C)C(C)(C)O2)=[CH:36][CH:35]=[CH:34][C:33]=1[N:47]1[CH2:59][CH2:58][N:50]2[C:51]3[CH2:52][CH2:53][CH2:54][CH2:55][C:56]=3[CH:57]=[C:49]2[C:48]1=[O:60])(=[O:29])[CH3:28].CC(O[Na])=O.[O-]P([O-])([O-])=O.[K+].[K+].[K+]. The catalyst is CC#N.C1C=CC(P(C2C=CC=CC=2)[C-]2C=CC=C2)=CC=1.C1C=CC(P(C2C=CC=CC=2)[C-]2C=CC=C2)=CC=1.Cl[Pd]Cl.[Fe+2].O. The product is [C:27]([O:30][CH2:31][C:32]1[C:33]([N:47]2[CH2:59][CH2:58][N:50]3[C:51]4[CH2:52][CH2:53][CH2:54][CH2:55][C:56]=4[CH:57]=[C:49]3[C:48]2=[O:60])=[CH:34][CH:35]=[CH:36][C:37]=1[C:2]1[CH:3]=[C:4]([NH:10][C:11]2[CH:15]=[C:14]([CH3:16])[N:13]([CH2:17][CH2:18][O:19][Si:20]([C:23]([CH3:26])([CH3:25])[CH3:24])([CH3:22])[CH3:21])[N:12]=2)[C:5](=[O:9])[N:6]([CH3:8])[CH:7]=1)(=[O:29])[CH3:28]. The yield is 0.180.